From a dataset of CYP1A2 inhibition data for predicting drug metabolism from PubChem BioAssay. Regression/Classification. Given a drug SMILES string, predict its absorption, distribution, metabolism, or excretion properties. Task type varies by dataset: regression for continuous measurements (e.g., permeability, clearance, half-life) or binary classification for categorical outcomes (e.g., BBB penetration, CYP inhibition). Dataset: cyp1a2_veith. (1) The compound is CN(C)C(=O)CSc1nnc(Cc2ccc([N+](=O)[O-])cc2)o1. The result is 0 (non-inhibitor). (2) The drug is CCOc1ccc(CCNC(=O)CCCN2C(=O)c3ccccc3C2=O)cc1OCC. The result is 0 (non-inhibitor).